From a dataset of Full USPTO retrosynthesis dataset with 1.9M reactions from patents (1976-2016). Predict the reactants needed to synthesize the given product. (1) Given the product [C:35]([O:34][C:30](=[O:33])/[CH:31]=[CH:32]/[C:2]1[CH:3]=[C:4]2[C:9](=[N:10][CH:11]=1)[NH:8][C:7](=[O:12])[CH:6]([C:13]([O:15][CH3:16])=[O:14])[CH2:5]2)([CH3:38])([CH3:37])[CH3:36], predict the reactants needed to synthesize it. The reactants are: Br[C:2]1[CH:3]=[C:4]2[C:9](=[N:10][CH:11]=1)[NH:8][C:7](=[O:12])[CH:6]([C:13]([O:15][CH3:16])=[O:14])[CH2:5]2.C(#N)CC.CCN(C(C)C)C(C)C.[C:30]([O:34][C:35]([CH3:38])([CH3:37])[CH3:36])(=[O:33])[CH:31]=[CH2:32].C1(C)C=CC=CC=1P(C1C=CC=CC=1C)C1C=CC=CC=1C. (2) Given the product [C:21]([C:15]1[N:14]=[C:13]([C:10]2[CH:11]=[CH:12][C:7]([C:33]3[CH:32]=[CH:31][C:30]([CH2:43][C:44]([O:46][CH3:47])=[O:45])=[CH:29][C:28]=3[Cl:27])=[C:8]([F:24])[CH:9]=2)[C:18]([CH3:19])=[N:17][C:16]=1[CH3:20])(=[O:23])[NH2:22], predict the reactants needed to synthesize it. The reactants are: FC(F)(F)S(O[C:7]1[CH:12]=[CH:11][C:10]([C:13]2[C:18]([CH3:19])=[N:17][C:16]([CH3:20])=[C:15]([C:21](=[O:23])[NH2:22])[N:14]=2)=[CH:9][C:8]=1[F:24])(=O)=O.[Cl:27][C:28]1[CH:29]=[C:30]([CH2:43][C:44]([O:46][CH3:47])=[O:45])[CH:31]=[CH:32][C:33]=1B1OC(C)(C)C(C)(C)O1.P([O-])([O-])([O-])=O.[K+].[K+].[K+].[Cl-].[Li+].